Dataset: Forward reaction prediction with 1.9M reactions from USPTO patents (1976-2016). Task: Predict the product of the given reaction. (1) Given the reactants Br[C:2]1[C:6]([CH3:8])([CH3:7])[O:5]/[C:4](=[C:9]2/[C:10](=[O:19])[NH:11][C:12]3[C:17]/2=[CH:16][CH:15]=[C:14]([F:18])[CH:13]=3)/[CH:3]=1.[CH:20]([C:22]1[CH:27]=[CH:26][C:25](B(O)O)=[CH:24][CH:23]=1)=[O:21].C(=O)([O-])[O-].[K+].[K+].C(OCC)(=O)C, predict the reaction product. The product is: [F:18][C:14]1[CH:13]=[C:12]2[C:17](/[C:9](=[C:4]3/[CH:3]=[C:2]([C:25]4[CH:26]=[CH:27][C:22]([CH:20]=[O:21])=[CH:23][CH:24]=4)[C:6]([CH3:8])([CH3:7])[O:5]/3)/[C:10](=[O:19])[NH:11]2)=[CH:16][CH:15]=1. (2) Given the reactants [NH2:1][C:2]1[CH:9]=[CH:8][CH:7]=[C:6]([O:10][CH:11]([CH3:13])[CH3:12])[C:3]=1[C:4]#[N:5].O=[C:15]([CH3:22])[CH2:16][C:17]([O:19][CH2:20][CH3:21])=[O:18], predict the reaction product. The product is: [CH2:20]([O:19][C:17]([C:16]1[C:15]([CH3:22])=[N:1][C:2]2[C:3]([C:4]=1[NH2:5])=[C:6]([O:10][CH:11]([CH3:13])[CH3:12])[CH:7]=[CH:8][CH:9]=2)=[O:18])[CH3:21]. (3) Given the reactants [Cl:1][C:2]1[CH:7]=[C:6]([NH:8][C:9]2[C:18]3[C:13](=[CH:14][CH:15]=[CH:16][C:17]=3F)[N:12]=[CH:11][N:10]=2)[CH:5]=[CH:4][C:3]=1[OH:20].[CH2:21]([N:24]([CH3:29])[CH2:25][C@H:26]([OH:28])[CH3:27])[CH:22]=[CH2:23], predict the reaction product. The product is: [CH2:21]([N:24]([CH3:29])[CH2:25][C@@H:26]([CH3:27])[O:28][C:17]1[CH:16]=[CH:15][CH:14]=[C:13]2[C:18]=1[C:9]([NH:8][C:6]1[CH:5]=[CH:4][C:3]([OH:20])=[C:2]([Cl:1])[CH:7]=1)=[N:10][CH:11]=[N:12]2)[CH:22]=[CH2:23]. (4) The product is: [CH3:1][O:2][C:3]1[N:8]=[C:7]2[C:9]([CH3:15])([CH3:14])[C:10](=[O:13])[N:11]([CH3:12])[C:6]2=[CH:5][C:4]=1[Br:16]. Given the reactants [CH3:1][O:2][C:3]1[N:8]=[C:7]2[C:9]([CH3:15])([CH3:14])[C:10](=[O:13])[N:11]([CH3:12])[C:6]2=[CH:5][CH:4]=1.[Br:16]Br, predict the reaction product. (5) The product is: [ClH:1].[Cl:1][C:2]1[CH:7]=[CH:6][C:5]([C:8]2[CH:40]=[CH:39][C:38]([C:41](=[O:44])[NH:42][CH3:43])=[CH:37][C:9]=2[CH2:10][O:11][C:12]2[CH:13]=[CH:14][C:15]([C:18]3[N:22]([CH:23]4[CH2:28][CH2:27][CH2:26][CH2:25][CH2:24]4)[C:21]4[CH:29]=[CH:30][C:31]([C:33]([OH:35])=[O:34])=[CH:32][C:20]=4[N:19]=3)=[CH:16][CH:17]=2)=[CH:4][CH:3]=1. Given the reactants [Cl:1][C:2]1[CH:7]=[CH:6][C:5]([C:8]2[CH:40]=[CH:39][C:38]([C:41](=[O:44])[NH:42][CH3:43])=[CH:37][C:9]=2[CH2:10][O:11][C:12]2[CH:17]=[CH:16][C:15]([C:18]3[N:22]([CH:23]4[CH2:28][CH2:27][CH2:26][CH2:25][CH2:24]4)[C:21]4[CH:29]=[CH:30][C:31]([C:33]([O:35]C)=[O:34])=[CH:32][C:20]=4[N:19]=3)=[CH:14][CH:13]=2)=[CH:4][CH:3]=1, predict the reaction product. (6) Given the reactants O=P(Cl)(Cl)Cl.[C:6]([C:8]1[CH:36]=[CH:35][C:11]([CH2:12][C:13]23[CH2:20][CH2:19][CH2:18][N:17]2[C:16](=[O:21])[N:15]([C:22]2[CH:27]=[C:26]([N:28]4[CH:32]=[CH:31][CH:30]=[CH:29]4)[CH:25]=[C:24]([Cl:33])[CH:23]=2)[C:14]3=[O:34])=[CH:10][CH:9]=1)#[N:7].[C:37]([O-])(O)=[O:38].[Na+], predict the reaction product. The product is: [C:6]([C:8]1[CH:9]=[CH:10][C:11]([CH2:12][C:13]23[CH2:20][CH2:19][CH2:18][N:17]2[C:16](=[O:21])[N:15]([C:22]2[CH:27]=[C:26]([N:28]4[CH:32]=[CH:31][CH:30]=[C:29]4[CH:37]=[O:38])[CH:25]=[C:24]([Cl:33])[CH:23]=2)[C:14]3=[O:34])=[CH:35][CH:36]=1)#[N:7].